Dataset: Merck oncology drug combination screen with 23,052 pairs across 39 cell lines. Task: Regression. Given two drug SMILES strings and cell line genomic features, predict the synergy score measuring deviation from expected non-interaction effect. Drug 1: CCC1(O)CC2CN(CCc3c([nH]c4ccccc34)C(C(=O)OC)(c3cc4c(cc3OC)N(C)C3C(O)(C(=O)OC)C(OC(C)=O)C5(CC)C=CCN6CCC43C65)C2)C1. Drug 2: C=CCn1c(=O)c2cnc(Nc3ccc(N4CCN(C)CC4)cc3)nc2n1-c1cccc(C(C)(C)O)n1. Cell line: ES2. Synergy scores: synergy=21.1.